From a dataset of Catalyst prediction with 721,799 reactions and 888 catalyst types from USPTO. Predict which catalyst facilitates the given reaction. (1) Reactant: S(Cl)([Cl:3])=O.O[C:6]1[C:15]2[C:10](=[CH:11][C:12]([F:17])=[C:13]([I:16])[CH:14]=2)[N:9]=[CH:8][N:7]=1. Product: [ClH:3].[Cl:3][C:6]1[C:15]2[C:10](=[CH:11][C:12]([F:17])=[C:13]([I:16])[CH:14]=2)[N:9]=[CH:8][N:7]=1. The catalyst class is: 9. (2) Reactant: [O:1]1[CH2:6][CH2:5][N:4]([CH2:7][CH2:8][O:9][C:10]2[CH:11]=[C:12]([CH:18]=[CH:19][C:20]=2[C:21]#[C:22][C:23]([CH3:26])([CH3:25])[CH3:24])[C:13]([O:15]CC)=[O:14])[CH2:3][CH2:2]1.[Li+].[OH-].CO. Product: [CH3:24][C:23]([CH3:26])([CH3:25])[C:22]#[C:21][C:20]1[CH:19]=[CH:18][C:12]([C:13]([OH:15])=[O:14])=[CH:11][C:10]=1[O:9][CH2:8][CH2:7][N:4]1[CH2:5][CH2:6][O:1][CH2:2][CH2:3]1. The catalyst class is: 6. (3) Reactant: C[O:2][C:3]1[CH:12]=[C:11]([O:13]C)[CH:10]=[C:9]2[C:4]=1[N:5]=[C:6]([CH3:26])[C:7]1[N:8]2[C:15]([C:19]2[CH:24]=[CH:23][CH:22]=[CH:21][C:20]=2[CH3:25])=[N:16][C:17]=1[CH3:18].B(Br)(Br)Br.C(=O)([O-])[O-].[K+].[K+]. Product: [OH:2][C:3]1[CH:12]=[C:11]([OH:13])[CH:10]=[C:9]2[C:4]=1[N:5]=[C:6]([CH3:26])[C:7]1[N:8]2[C:15]([C:19]2[CH:24]=[CH:23][CH:22]=[CH:21][C:20]=2[CH3:25])=[N:16][C:17]=1[CH3:18]. The catalyst class is: 4. (4) Reactant: [Cl:1][C:2]1[CH:8]=[C:7]([F:9])[CH:6]=[C:5]([Cl:10])[C:3]=1N.N([O-])=O.[Na+].C(S)[CH2:16][S:17]([O-])(=O)=O.[Na+].C([O-])([O-])=O.[Na+].[Na+]. The catalyst class is: 126. Product: [Cl:1][C:2]1[CH:8]=[C:7]([F:9])[CH:6]=[C:5]([Cl:10])[C:3]=1[S:17][CH3:16].